This data is from Full USPTO retrosynthesis dataset with 1.9M reactions from patents (1976-2016). The task is: Predict the reactants needed to synthesize the given product. (1) Given the product [Cl:32][C:33]1[C:42]2[C:37](=[CH:38][C:39]([S:44]([O:59][C:50]3[C:49]([F:48])=[C:54]([F:55])[C:53]([F:56])=[C:52]([F:57])[C:51]=3[F:58])(=[O:46])=[O:45])=[C:40]([F:43])[CH:41]=2)[N:36]=[CH:35][CH:34]=1, predict the reactants needed to synthesize it. The reactants are: C(SC1C=C2C(C(Cl)=CC=N2)=CC=1F)C1C=CC=CC=1.ClN1C(C)(C)C(=O)N(Cl)C1=O.[Cl:32][C:33]1[C:42]2[C:37](=[CH:38][C:39]([S:44](Cl)(=[O:46])=[O:45])=[C:40]([F:43])[CH:41]=2)[N:36]=[CH:35][CH:34]=1.[F:48][C:49]1[C:54]([F:55])=[C:53]([F:56])[C:52]([F:57])=[C:51]([F:58])[C:50]=1[OH:59].C(N(CC)CC)C. (2) Given the product [CH2:15]([O:17][CH2:18][C:19]1[N:20]([CH2:33][CH2:34][NH:35][S:37]([CH3:36])(=[O:39])=[O:38])[C:21]2[C:26]([CH3:27])=[C:25]([CH3:28])[N:24]3[N:29]=[N:30][N:31]=[C:23]3[C:22]=2[N:32]=1)[CH3:16], predict the reactants needed to synthesize it. The reactants are: C(N(CC)CC)C.FC(F)(F)C(O)=O.[CH2:15]([O:17][CH2:18][C:19]1[N:20]([CH2:33][CH2:34][NH2:35])[C:21]2[C:26]([CH3:27])=[C:25]([CH3:28])[N:24]3[N:29]=[N:30][N:31]=[C:23]3[C:22]=2[N:32]=1)[CH3:16].[CH3:36][S:37](Cl)(=[O:39])=[O:38]. (3) Given the product [CH3:12][C:3]1[CH:4]=[C:5]([CH3:11])[CH:6]=[C:7]([N+:8]([O-:10])=[O:9])[C:2]=1[C:14]#[N:15], predict the reactants needed to synthesize it. The reactants are: Cl[C:2]1[C:7]([N+:8]([O-:10])=[O:9])=[CH:6][C:5]([CH3:11])=[CH:4][C:3]=1[CH3:12].[Cu][C:14]#[N:15]. (4) Given the product [Cl:12][C:13]1[CH:18]=[CH:17][C:16]([C:2]2[C:3]3[N:4]([N:8]=[C:9]([NH2:11])[N:10]=3)[CH:5]=[CH:6][CH:7]=2)=[CH:15][CH:14]=1, predict the reactants needed to synthesize it. The reactants are: Br[C:2]1[C:3]2[N:4]([N:8]=[C:9]([NH2:11])[N:10]=2)[CH:5]=[CH:6][CH:7]=1.[Cl:12][C:13]1[CH:18]=[CH:17][C:16](B(O)O)=[CH:15][CH:14]=1. (5) Given the product [NH2:10][C:8]1[C:7]([NH:13][CH3:14])=[CH:6][C:3]([C:4]#[N:5])=[C:2]([F:1])[CH:9]=1, predict the reactants needed to synthesize it. The reactants are: [F:1][C:2]1[CH:9]=[C:8]([N+:10]([O-])=O)[C:7]([NH:13][CH3:14])=[CH:6][C:3]=1[C:4]#[N:5].CC(O)=O.C(OCC)(=O)C.C([O-])(O)=O.[Na+]. (6) The reactants are: N[C:2]1[CH:3]=[CH:4][C:5]([CH2:10][CH:11]([CH3:13])[CH3:12])=[C:6]([CH:9]=1)[C:7]#[N:8].[BrH:14].N([O-])=O.[Na+]. Given the product [Br:14][C:2]1[CH:3]=[CH:4][C:5]([CH2:10][CH:11]([CH3:13])[CH3:12])=[C:6]([CH:9]=1)[C:7]#[N:8], predict the reactants needed to synthesize it. (7) Given the product [CH2:19]([O:18][C:16]([C:15]1[CH:14]=[C:13]([NH:12][CH:2]([C:6]2[CH:11]=[CH:10][CH:9]=[CH:8][CH:7]=2)[C:3]([OH:5])=[O:4])[CH:24]=[CH:23][CH:22]=1)=[O:17])[CH:20]=[CH2:21], predict the reactants needed to synthesize it. The reactants are: Br[CH:2]([C:6]1[CH:11]=[CH:10][CH:9]=[CH:8][CH:7]=1)[C:3]([OH:5])=[O:4].[NH2:12][C:13]1[CH:14]=[C:15]([CH:22]=[CH:23][CH:24]=1)[C:16]([O:18][CH2:19][CH:20]=[CH2:21])=[O:17].CCN(C(C)C)C(C)C. (8) Given the product [CH2:30]([N:21]1[CH:22]=[CH:23][C:19]([C:16]2[CH:17]=[C:18]3[C:13](=[CH:14][CH:15]=2)[N:12]([CH3:24])[C:11]2[N:25]([CH3:28])[C:26](=[O:27])[C:8]([C:5]4[CH:6]=[CH:7][C:2]([F:1])=[CH:3][CH:4]=4)=[CH:9][C:10]3=2)=[N:20]1)[CH3:31], predict the reactants needed to synthesize it. The reactants are: [F:1][C:2]1[CH:7]=[CH:6][C:5]([C:8]2[C:26](=[O:27])[N:25]([CH3:28])[C:11]3[N:12]([CH3:24])[C:13]4[C:18]([C:10]=3[CH:9]=2)=[CH:17][C:16]([C:19]2[NH:20][N:21]=[CH:22][CH:23]=2)=[CH:15][CH:14]=4)=[CH:4][CH:3]=1.I[CH2:30][CH3:31]. (9) Given the product [NH2:9][C:6]1[N:7]=[CH:8][C:3]([C:1]#[C:2][C:11]2[S:15][C:14]([NH:16][C:17]([NH:19][C:20]3[CH:21]=[CH:22][CH:23]=[CH:24][CH:25]=3)=[O:18])=[N:13][CH:12]=2)=[CH:4][N:5]=1, predict the reactants needed to synthesize it. The reactants are: [C:1]([C:3]1[CH:4]=[N:5][C:6]([NH2:9])=[N:7][CH:8]=1)#[CH:2].Br[C:11]1[S:15][C:14]([NH:16][C:17]([NH:19][C:20]2[CH:25]=[CH:24][CH:23]=[CH:22][CH:21]=2)=[O:18])=[N:13][CH:12]=1.CN(C)C(N(C)C)=N.